From a dataset of Reaction yield outcomes from USPTO patents with 853,638 reactions. Predict the reaction yield, written as a fraction of the theoretical maximum amount of product (1.0 means a 100% yield; for example, 0.34 means a 34% yield). (1) The reactants are [Si]([O:8][CH2:9][C:10]1([CH3:35])[S:16][CH2:15][CH2:14][N:13]2[C:17]([C:20]3([C:23]4[CH:28]=[CH:27][C:26]([C:29]5[N:34]=[CH:33][CH:32]=[CH:31][N:30]=5)=[CH:25][CH:24]=4)[CH2:22][CH2:21]3)=[N:18][N:19]=[C:12]2[CH2:11]1)(C(C)(C)C)(C)C.Cl. The catalyst is CO. The product is [CH3:35][C:10]1([CH2:9][OH:8])[S:16][CH2:15][CH2:14][N:13]2[C:17]([C:20]3([C:23]4[CH:24]=[CH:25][C:26]([C:29]5[N:34]=[CH:33][CH:32]=[CH:31][N:30]=5)=[CH:27][CH:28]=4)[CH2:22][CH2:21]3)=[N:18][N:19]=[C:12]2[CH2:11]1. The yield is 0.620. (2) The catalyst is CN(C=O)C.C1COCC1. The reactants are [H-].[Na+].[C:3]([O:11][CH2:12][CH3:13])(=[O:10])[CH2:4][C:5]([O:7][CH2:8][CH3:9])=[O:6].Br[CH2:15][C:16]1[CH:20]=[C:19]([Cl:21])[S:18][C:17]=1[Cl:22].O. The product is [Cl:22][C:17]1[S:18][C:19]([Cl:21])=[CH:20][C:16]=1[CH2:15][CH:4]([C:5]([O:7][CH2:8][CH3:9])=[O:6])[C:3]([O:11][CH2:12][CH3:13])=[O:10]. The yield is 0.800. (3) The reactants are [NH2:1][C:2]1[CH:7]=[C:6]([F:8])[CH:5]=[CH:4][C:3]=1[C:9]([NH:11][C@:12]([CH:18]1[CH2:23][CH2:22][CH2:21][CH2:20][CH2:19]1)([C:14]([O:16][CH3:17])=[O:15])[CH3:13])=[O:10].[Cl:24][C:25]1[CH:30]=[C:29]([O:31][C:32]([F:35])([F:34])[F:33])[CH:28]=[C:27]([Cl:36])[C:26]=1[N:37]=[C:38]=[O:39].CCCCCC.C(OCC)(=O)C. The catalyst is N1C=CC=CC=1. The product is [CH:18]1([C@@:12]([C:14]([O:16][CH3:17])=[O:15])([CH3:13])[NH:11][C:9]([C:3]2[CH:4]=[CH:5][C:6]([F:8])=[CH:7][C:2]=2[NH:1][C:38]([NH:37][C:26]2[C:27]([Cl:36])=[CH:28][C:29]([O:31][C:32]([F:33])([F:34])[F:35])=[CH:30][C:25]=2[Cl:24])=[O:39])=[O:10])[CH2:19][CH2:20][CH2:21][CH2:22][CH2:23]1. The yield is 0.550. (4) The reactants are [H-].[Al+3].[Li+].[H-].[H-].[H-].[NH:7]1[C:15]2[C:10](=[CH:11][CH:12]=[CH:13][CH:14]=2)[CH:9]=[C:8]1[C:16](OCC)=[O:17].O.[OH-].[Na+]. The catalyst is C1COCC1. The product is [NH:7]1[C:15]2[C:10](=[CH:11][CH:12]=[CH:13][CH:14]=2)[CH:9]=[C:8]1[CH2:16][OH:17]. The yield is 0.830. (5) The reactants are C[O:2][C:3]1[N:8]=[C:7]([C@H:9]2[CH2:13][CH2:12][CH2:11][N:10]2[C:14]2[CH:19]=[CH:18][N:17]3[N:20]=[CH:21][C:22]([C:23]([O:25][CH2:26][CH3:27])=[O:24])=[C:16]3[N:15]=2)[CH:6]=[CH:5][CH:4]=1.C(O)(=O)C.Br. The catalyst is CCOC(C)=O. The product is [O:2]=[C:3]1[NH:8][C:7]([C@H:9]2[CH2:13][CH2:12][CH2:11][N:10]2[C:14]2[CH:19]=[CH:18][N:17]3[N:20]=[CH:21][C:22]([C:23]([O:25][CH2:26][CH3:27])=[O:24])=[C:16]3[N:15]=2)=[CH:6][CH:5]=[CH:4]1. The yield is 0.670. (6) The reactants are [CH3:1][C:2]1([CH3:28])[CH:6]([C:7]2[CH:12]=[CH:11][C:10]([N:13]3[CH2:18][CH2:17][N:16]([CH3:19])[CH2:15][CH2:14]3)=[CH:9][CH:8]=2)[C:5]2[C:20]([CH3:27])=[C:21]([OH:26])[C:22]([CH3:25])=[C:23]([CH3:24])[C:4]=2[O:3]1.[CH3:29][O:30][C:31]1[CH:38]=[CH:37][C:34]([CH2:35]Cl)=[CH:33][CH:32]=1. No catalyst specified. The product is [CH3:29][O:30][C:31]1[CH:38]=[CH:37][C:34]([CH2:35][O:26][C:21]2[C:22]([CH3:25])=[C:23]([CH3:24])[C:4]3[O:3][C:2]([CH3:28])([CH3:1])[CH:6]([C:7]4[CH:8]=[CH:9][C:10]([N:13]5[CH2:18][CH2:17][N:16]([CH3:19])[CH2:15][CH2:14]5)=[CH:11][CH:12]=4)[C:5]=3[C:20]=2[CH3:27])=[CH:33][CH:32]=1. The yield is 0.420.